Task: Predict the reaction yield, written as a fraction of the theoretical maximum amount of product (1.0 means a 100% yield; for example, 0.34 means a 34% yield).. Dataset: Reaction yield outcomes from USPTO patents with 853,638 reactions (1) The catalyst is [I-].[Zn+2].[I-]. The product is [C@@H:6]12[O:10][C@@H:11]([CH:8]=[CH:7]1)[CH2:12][C@H:14]2[C:13]([O:16][CH2:17][CH3:18])=[O:15]. The yield is 0.465. The reactants are O1C=CC=C1.[C:6]([O:10][CH2:11][CH3:12])(=O)[CH:7]=[CH2:8].[C:13]([O:16][CH2:17][CH3:18])(=[O:15])[CH3:14]. (2) The reactants are [I:1]I.N1C=CN=C1.O[CH2:9][C:10]1[N:11]=[C:12]([C@H:15]([NH:17][C:18](=[O:24])[O:19][C:20]([CH3:23])([CH3:22])[CH3:21])[CH3:16])[O:13][CH:14]=1. The catalyst is C(Cl)Cl. The product is [I:1][CH2:9][C:10]1[N:11]=[C:12]([C@H:15]([NH:17][C:18](=[O:24])[O:19][C:20]([CH3:23])([CH3:22])[CH3:21])[CH3:16])[O:13][CH:14]=1. The yield is 0.840. (3) The product is [F:31][C:28]1[CH:27]=[CH:26][C:25]([C:3]2[CH:4]=[CH:5][N:6]([C:8]3[N:13]=[CH:12][N:11]([CH2:14][C:15]4[S:16][C:17]([C:20]([F:21])([F:22])[F:23])=[CH:18][CH:19]=4)[C:10](=[O:24])[N:9]=3)[CH2:7][CH:2]=2)=[CH:30][CH:29]=1. The catalyst is CN(C)C=O. The reactants are Cl[CH:2]1[CH2:7][N:6]([C:8]2[N:13]=[CH:12][N:11]([CH2:14][C:15]3[S:16][C:17]([C:20]([F:23])([F:22])[F:21])=[CH:18][CH:19]=3)[C:10](=[O:24])[N:9]=2)[CH2:5][CH:4]=[C:3]1[C:25]1[CH:30]=[CH:29][C:28]([F:31])=[CH:27][CH:26]=1.C(N(CC)CC)C.[C-]#N.[K+].C(=O)(O)[O-].[Na+]. The yield is 0.0800. (4) The reactants are [OH:1][C:2]1[CH:9]=[CH:8][C:5]([CH:6]=O)=[CH:4][CH:3]=1.[CH3:10][C@H:11]1[CH2:16][NH:15][C@H:14]([CH3:17])[CH2:13][N:12]1[C@H:18]([C:25]1[CH:37]=[CH:36][C:28]([C:29]([N:31]([CH2:34][CH3:35])[CH2:32][CH3:33])=[O:30])=[CH:27][CH:26]=1)[C:19]1[CH:24]=[CH:23][CH:22]=[CH:21][CH:20]=1.C(O[BH-](OC(=O)C)OC(=O)C)(=O)C.[Na+]. The catalyst is C(O)(=O)C.O1CCCC1. The product is [CH3:10][C@H:11]1[CH2:16][N:15]([CH2:6][C:5]2[CH:8]=[CH:9][C:2]([OH:1])=[CH:3][CH:4]=2)[C@H:14]([CH3:17])[CH2:13][N:12]1[C@H:18]([C:25]1[CH:26]=[CH:27][C:28]([C:29]([N:31]([CH2:34][CH3:35])[CH2:32][CH3:33])=[O:30])=[CH:36][CH:37]=1)[C:19]1[CH:20]=[CH:21][CH:22]=[CH:23][CH:24]=1. The yield is 0.730. (5) The reactants are C1CO[C:8]2[CH:7]=[CH:6][C:5]([NH:11][C:12]3[C:17]([F:18])=[CH:16][N:15]=[C:14]([NH:19][C:20]4[CH:25]=[CH:24][CH:23]=[C:22](O)C=4)[N:13]=3)=[CH:4][C:3]=2[O:2]1.ClC1N=C(NC2C=CC=[C:37]([OH:41])[CH:36]=2)C(F)=CN=1.CC1OC(C)=CC=1CN. No catalyst specified. The product is [CH3:36][C:37]1[O:41][C:23]([CH3:22])=[CH:24][C:25]=1[CH2:20][NH:19][C:14]1[N:13]=[C:12]([NH:11][C:5]2[CH:6]=[CH:7][CH:8]=[C:3]([OH:2])[CH:4]=2)[C:17]([F:18])=[CH:16][N:15]=1. The yield is 0.590. (6) The reactants are [Br:1][C:2]1[CH:3]=[C:4]([S:8]([NH:11][CH2:12][C:13]([O:15]CC)=O)(=[O:10])=[O:9])[CH:5]=[N:6][CH:7]=1.[NH3:18]. The catalyst is CO. The product is [Br:1][C:2]1[CH:3]=[C:4]([S:8]([NH:11][CH2:12][C:13]([NH2:18])=[O:15])(=[O:9])=[O:10])[CH:5]=[N:6][CH:7]=1. The yield is 0.660. (7) The reactants are C[O:2][C:3](=[O:20])[C:4]([C:13]1[CH:18]=[CH:17][C:16]([Cl:19])=[CH:15][CH:14]=1)([C:6]1[CH:11]=[CH:10][C:9]([Cl:12])=[CH:8][CH:7]=1)[CH3:5]. The catalyst is C1COCC1.O.CO. The product is [Cl:12][C:9]1[CH:8]=[CH:7][C:6]([C:4]([C:13]2[CH:14]=[CH:15][C:16]([Cl:19])=[CH:17][CH:18]=2)([CH3:5])[C:3]([OH:20])=[O:2])=[CH:11][CH:10]=1. The yield is 0.930. (8) The reactants are Cl[C:2]1[C:11]2[C:6](=[CH:7][C:8]([F:12])=[CH:9][CH:10]=2)[C:5]([O:13][CH3:14])=[CH:4][N:3]=1.[F-:15].[Cs+]. The catalyst is CS(C)=O.CCOC(C)=O. The product is [F:15][C:2]1[C:11]2[C:6](=[CH:7][C:8]([F:12])=[CH:9][CH:10]=2)[C:5]([O:13][CH3:14])=[CH:4][N:3]=1. The yield is 0.670. (9) The reactants are [CH3:1][N:2]1[CH:10]=[C:9]2[C:4]([CH:5]=[CH:6][CH:7]=[C:8]2[C@@H:11]2[CH2:13][C@H:12]2[CH2:14][NH:15]C(=O)OC(C)(C)C)=[N:3]1.[ClH:23].C(OCC)(=O)C. The catalyst is C(OCC)(=O)C. The product is [ClH:23].[ClH:23].[CH3:1][N:2]1[CH:10]=[C:9]2[C:4]([CH:5]=[CH:6][CH:7]=[C:8]2[C@@H:11]2[CH2:13][C@H:12]2[CH2:14][NH2:15])=[N:3]1. The yield is 0.980. (10) The reactants are [C:1]1([CH2:7][C:8]([OH:10])=O)[CH:6]=[CH:5][CH:4]=[CH:3][CH:2]=1.C(Cl)(=O)C(Cl)=O.[F:17][C:18]1[CH:23]=[CH:22][C:21]([O:24]C)=[CH:20][CH:19]=1.[Al+3].[Cl-].[Cl-].[Cl-]. The catalyst is ClCCl.CN(C=O)C. The product is [F:17][C:18]1[CH:19]=[CH:20][C:21]([OH:24])=[C:22]([C:8](=[O:10])[CH2:7][C:1]2[CH:2]=[CH:3][CH:4]=[CH:5][CH:6]=2)[CH:23]=1. The yield is 0.560.